From a dataset of Forward reaction prediction with 1.9M reactions from USPTO patents (1976-2016). Predict the product of the given reaction. (1) Given the reactants [OH:1][C:2]1[CH:3]=[C:4]([CH2:8][C:9]([O:11][CH2:12][CH3:13])=[O:10])[CH:5]=[CH:6][CH:7]=1.[H-].[Na+].[CH2:16](Cl)[O:17][CH3:18], predict the reaction product. The product is: [CH3:16][O:17][CH2:18][O:1][C:2]1[CH:3]=[C:4]([CH2:8][C:9]([O:11][CH2:12][CH3:13])=[O:10])[CH:5]=[CH:6][CH:7]=1. (2) Given the reactants C(C1C=C(NC(=O)CCCC2C=CC([B:25]([OH:27])[OH:26])=CC=2)C=CC=1S(CC)(=O)=O)#N.[C:29]([C:31]1[CH:32]=[C:33]([NH:37][C:38](=[O:51])[O:39][CH2:40][CH2:41][C:42]2[CH:47]=[CH:46][C:45](Br)=[CH:44][C:43]=2[CH2:49][CH3:50])[CH:34]=[CH:35][CH:36]=1)#[N:30], predict the reaction product. The product is: [C:29]([C:31]1[CH:32]=[C:33]([NH:37][C:38]([O:39][CH2:40][CH2:41][C:42]2[CH:47]=[CH:46][C:45]([B:25]([OH:27])[OH:26])=[CH:44][C:43]=2[CH2:49][CH3:50])=[O:51])[CH:34]=[CH:35][CH:36]=1)#[N:30]. (3) Given the reactants [OH:1][C@H:2]1[CH2:7][CH2:6][N:5]([C:8]([O:10]C(C)(C)C)=O)[C@H:4]([CH3:15])[CH2:3]1.F[C:17]1[CH:24]=[CH:23][C:22]([C:25]2[N:30]=[C:29]([NH:31][C:32]3[CH:37]=[CH:36][C:35]([N:38]4[CH2:43][CH2:42][N:41]([CH:44]5[CH2:47][O:46][CH2:45]5)[CH2:40][CH2:39]4)=[CH:34][CH:33]=3)[N:28]=[CH:27][N:26]=2)=[CH:21][C:18]=1[C:19]#[N:20].[OH:48][C@@H:49](C)[C:50](O)=O, predict the reaction product. The product is: [OH:48][C@@H:49]([CH3:50])[C:8]([N:5]1[CH2:6][CH2:7][C@H:2]([O:1][C:17]2[CH:24]=[CH:23][C:22]([C:25]3[N:30]=[C:29]([NH:31][C:32]4[CH:37]=[CH:36][C:35]([N:38]5[CH2:43][CH2:42][N:41]([CH:44]6[CH2:47][O:46][CH2:45]6)[CH2:40][CH2:39]5)=[CH:34][CH:33]=4)[N:28]=[CH:27][N:26]=3)=[CH:21][C:18]=2[C:19]#[N:20])[CH2:3][C@H:4]1[CH3:15])=[O:10]. (4) Given the reactants [F:1][C:2]1[CH:9]=[CH:8][CH:7]=[C:6](I)[C:3]=1[C:4]#[N:5].CC1(C)C(C)(C)OB([C:19]2[CH:20]=[C:21]3[C:25](=[CH:26][CH:27]=2)[N:24]([C:28]([O:30][C:31]([CH3:34])([CH3:33])[CH3:32])=[O:29])[CH2:23][CH2:22]3)O1.C1(P(C2CCCCC2)C2CCCCC2)CCCCC1.[O-]P([O-])([O-])=O.[K+].[K+].[K+], predict the reaction product. The product is: [C:4]([C:3]1[C:2]([F:1])=[CH:9][CH:8]=[CH:7][C:6]=1[C:19]1[CH:20]=[C:21]2[C:25](=[CH:26][CH:27]=1)[N:24]([C:28]([O:30][C:31]([CH3:34])([CH3:33])[CH3:32])=[O:29])[CH2:23][CH2:22]2)#[N:5]. (5) Given the reactants [CH:1]1([N:4]2[C:8]([C:9]([O:11][CH2:12][CH3:13])=[O:10])=[C:7]([C:14]([O:16][CH2:17][CH3:18])=[O:15])[N:6]=[CH:5]2)[CH2:3][CH2:2]1.C1C(=O)N([Br:26])C(=O)C1, predict the reaction product. The product is: [Br:26][C:5]1[N:4]([CH:1]2[CH2:2][CH2:3]2)[C:8]([C:9]([O:11][CH2:12][CH3:13])=[O:10])=[C:7]([C:14]([O:16][CH2:17][CH3:18])=[O:15])[N:6]=1. (6) Given the reactants [C:1]([CH2:3][C:4]([NH2:6])=[O:5])#[N:2].[S:7]1CC(O)S[CH2:9][CH:8]1O, predict the reaction product. The product is: [NH2:2][C:1]1[S:7][CH:8]=[CH:9][C:3]=1[C:4]([NH2:6])=[O:5]. (7) Given the reactants Br[C:2]1[CH:3]=[CH:4][C:5]2[C:9]3[CH:10]=[CH:11][CH:12]=[CH:13][C:8]=3[P:7](=[O:20])([C:14]3[CH:19]=[CH:18][CH:17]=[CH:16][CH:15]=3)[C:6]=2[CH:21]=1.[Cl:22][C:23]1[CH:29]=[CH:28][CH:27]=[CH:26][C:24]=1[NH2:25].CC(C)([O-])C.[Na+].O, predict the reaction product. The product is: [Cl:22][C:23]1[CH:29]=[CH:28][CH:27]=[CH:26][C:24]=1[NH:25][C:2]1[CH:3]=[CH:4][C:5]2[C:9]3[CH:10]=[CH:11][CH:12]=[CH:13][C:8]=3[P:7](=[O:20])([C:14]3[CH:19]=[CH:18][CH:17]=[CH:16][CH:15]=3)[C:6]=2[CH:21]=1. (8) Given the reactants C([O:3][C:4]([C:6]1[N:7]([C:27]2[CH:32]=[CH:31][C:30]([O:33][CH:34]([CH3:36])[CH3:35])=[CH:29][CH:28]=2)[C:8]2[C:13]([C:14]=1[Cl:15])=[CH:12][C:11]([CH:16]1[CH2:21][CH:20]([C:22]([CH3:25])([CH3:24])[CH3:23])[CH2:19][CH2:18][C:17]1=[O:26])=[CH:10][CH:9]=2)=[O:5])C.[OH-].[Na+].O, predict the reaction product. The product is: [C:22]([CH:20]1[CH2:21][CH:16]([C:11]2[CH:12]=[C:13]3[C:8](=[CH:9][CH:10]=2)[N:7]([C:27]2[CH:28]=[CH:29][C:30]([O:33][CH:34]([CH3:36])[CH3:35])=[CH:31][CH:32]=2)[C:6]([C:4]([OH:5])=[O:3])=[C:14]3[Cl:15])[C:17](=[O:26])[CH2:18][CH2:19]1)([CH3:24])([CH3:25])[CH3:23]. (9) Given the reactants [NH:1]1[C:5]2[CH:6]=[CH:7][CH:8]=[CH:9][C:4]=2[N:3]=[C:2]1[CH2:10][N:11]([CH3:22])[CH:12]1[C:21]2[N:20]=[CH:19][CH:18]=[CH:17][C:16]=2[CH2:15][CH2:14][CH2:13]1.Cl[CH2:24][CH:25]1[O:30][CH2:29][CH2:28][N:27]([C:31]([O:33][C:34]([CH3:37])([CH3:36])[CH3:35])=[O:32])[CH2:26]1.CN(CC1N(CCN2CCCCC2)C2C=CC=CC=2N=1)C1C2N=CC=CC=2CCC1, predict the reaction product. The product is: [CH3:22][N:11]([CH2:10][C:2]1[N:3]([CH2:24][CH:25]2[O:30][CH2:29][CH2:28][N:27]([C:31]([O:33][C:34]([CH3:35])([CH3:37])[CH3:36])=[O:32])[CH2:26]2)[C:4]2[CH:9]=[CH:8][CH:7]=[CH:6][C:5]=2[N:1]=1)[CH:12]1[C:21]2[N:20]=[CH:19][CH:18]=[CH:17][C:16]=2[CH2:15][CH2:14][CH2:13]1. (10) Given the reactants Cl.Cl.[CH3:3][C:4]1([CH2:15][N:16]2[CH2:21][CH2:20][NH:19][CH2:18][CH2:17]2)[O:8][C:7]2=[N:9][C:10]([N+:12]([O-:14])=[O:13])=[CH:11][N:6]2[CH2:5]1.CN(C=O)C.C(N(CC)CC)C.[C:34]1([CH3:44])[CH:39]=[CH:38][C:37]([CH2:40][C:41](O)=[O:42])=[CH:36][CH:35]=1, predict the reaction product. The product is: [CH3:3][C:4]1([CH2:15][N:16]2[CH2:17][CH2:18][N:19]([C:41](=[O:42])[CH2:40][C:37]3[CH:38]=[CH:39][C:34]([CH3:44])=[CH:35][CH:36]=3)[CH2:20][CH2:21]2)[O:8][C:7]2=[N:9][C:10]([N+:12]([O-:14])=[O:13])=[CH:11][N:6]2[CH2:5]1.